This data is from Full USPTO retrosynthesis dataset with 1.9M reactions from patents (1976-2016). The task is: Predict the reactants needed to synthesize the given product. (1) Given the product [Br:1][C:2]1[C:7]([CH3:8])=[CH:6][CH:5]=[CH:4][N+:3]=1[O-:17], predict the reactants needed to synthesize it. The reactants are: [Br:1][C:2]1[C:7]([CH3:8])=[CH:6][CH:5]=[CH:4][N:3]=1.C1C=C(Cl)C=C(C(OO)=[O:17])C=1.[OH-].[Na+]. (2) Given the product [O:1]1[C:5]2[CH:6]=[C:7]([C@@H:10]([OH:21])[C@H:11]([NH:13][C:14](=[O:20])[O:15][C:16]([CH3:18])([CH3:17])[CH3:19])[CH3:12])[CH:8]=[CH:9][C:4]=2[CH2:3][CH2:2]1, predict the reactants needed to synthesize it. The reactants are: [O:1]1[C:5]2[CH:6]=[C:7]([C:10](=[O:21])[C@H:11]([NH:13][C:14](=[O:20])[O:15][C:16]([CH3:19])([CH3:18])[CH3:17])[CH3:12])[CH:8]=[CH:9][C:4]=2[CH2:3][CH2:2]1.CC(O)C.[Al](OC(C)C)(OC(C)C)OC(C)C. (3) Given the product [N-:41]=[N+:42]=[N-:34].[OH:12][C:10]([CH2:9][CH2:8][CH2:7][CH2:6][C@H:4]1[C@@H:3]2[C@@H:2]([NH:16][C:14]([NH:13]2)=[O:15])[CH2:1][S:5]1)=[O:11], predict the reactants needed to synthesize it. The reactants are: [CH2:1]1[S:5][C@@H:4]([CH2:6][CH2:7][CH2:8][CH2:9][C:10]([OH:12])=[O:11])[C@H:3]2[NH:13][C:14]([NH:16][C@@H:2]12)=[O:15].C(N(C(C)C)CC)(C)C.CN(C(O[N:34]1[N:42]=[N:41]C2C=CC=NC1=2)=[N+](C)C)C.F[P-](F)(F)(F)(F)F.N(CCCN)=[N+]=[N-]. (4) Given the product [CH2:18]([O:17][C:13]1[CH:12]=[C:11]([C:10]2[C:3]3[C:2]([NH2:1])=[N:7][CH:6]=[N:5][C:4]=3[N:8]([C@H:27]3[CH2:28][C@@H:29]([CH2:31][N:44]4[CH2:48][CH2:47][CH2:46][CH2:45]4)[CH2:30]3)[C:9]=2[CH2:25][CH3:26])[CH:16]=[CH:15][CH:14]=1)[C:19]1[CH:24]=[CH:23][CH:22]=[CH:21][CH:20]=1, predict the reactants needed to synthesize it. The reactants are: [NH2:1][C:2]1[C:3]2[C:10]([C:11]3[CH:16]=[CH:15][CH:14]=[C:13]([O:17][CH2:18][C:19]4[CH:24]=[CH:23][CH:22]=[CH:21][CH:20]=4)[CH:12]=3)=[C:9]([CH2:25][CH3:26])[N:8]([C@@H:27]3[CH2:30][C@H:29]([CH2:31]O)[CH2:28]3)[C:4]=2[N:5]=[CH:6][N:7]=1.C1(C)C=CC(S(Cl)(=O)=O)=CC=1.[NH:44]1[CH2:48][CH2:47][CH2:46][CH2:45]1. (5) Given the product [CH3:32][N:31]([CH3:33])/[C:29](/[CH3:30])=[CH:2]/[C:1]([C:4]1[S:8][C:7]([N:9]2[CH2:13][CH2:12][N:11]([CH2:14][C:15]3[CH:20]=[CH:19][C:18]([C:21]([F:22])([F:24])[F:23])=[CH:17][CH:16]=3)[C:10]2=[O:25])=[N:6][C:5]=1[CH3:26])=[O:3], predict the reactants needed to synthesize it. The reactants are: [C:1]([C:4]1[S:8][C:7]([N:9]2[CH2:13][CH2:12][N:11]([CH2:14][C:15]3[CH:20]=[CH:19][C:18]([C:21]([F:24])([F:23])[F:22])=[CH:17][CH:16]=3)[C:10]2=[O:25])=[N:6][C:5]=1[CH3:26])(=[O:3])[CH3:2].CO[C:29](OC)([N:31]([CH3:33])[CH3:32])[CH3:30]. (6) Given the product [Cl:17][C:15]1[CH:16]=[C:11]([C:10]2[C:4]3[C:5](=[N:6][CH:7]=[C:2]([NH:34][C:35]4[CH:40]=[CH:39][CH:38]=[CH:37][CH:36]=4)[CH:3]=3)[N:8]([S:25]([C:28]3[CH:29]=[CH:30][CH:31]=[CH:32][CH:33]=3)(=[O:26])=[O:27])[CH:9]=2)[CH:12]=[C:13]([NH:18][CH:19]2[CH2:20][CH2:21][CH2:22][CH2:23][CH2:24]2)[N:14]=1, predict the reactants needed to synthesize it. The reactants are: Br[C:2]1[CH:3]=[C:4]2[C:10]([C:11]3[CH:16]=[C:15]([Cl:17])[N:14]=[C:13]([NH:18][CH:19]4[CH2:24][CH2:23][CH2:22][CH2:21][CH2:20]4)[CH:12]=3)=[CH:9][N:8]([S:25]([C:28]3[CH:33]=[CH:32][CH:31]=[CH:30][CH:29]=3)(=[O:27])=[O:26])[C:5]2=[N:6][CH:7]=1.[NH2:34][C:35]1[CH:40]=[CH:39][CH:38]=[CH:37][CH:36]=1.C1(P(C2CCCCC2)C2C=CC=CC=2C2C(CCC)=CC(CCC)=CC=2CCC)CCCCC1.C(=O)([O-])[O-].[K+].[K+]. (7) Given the product [Cl:1][C:2]1[N:7]2[N:8]=[C:9]([C:11]3[CH:16]=[CH:15][CH:14]=[CH:13][CH:12]=3)[CH:10]=[C:6]2[N:5]=[C:4]([CH3:17])[C:3]=1[CH:18]([CH2:34][CH2:35][CH3:36])[C:19]([O:21][CH3:22])=[O:20], predict the reactants needed to synthesize it. The reactants are: [Cl:1][C:2]1[N:7]2[N:8]=[C:9]([C:11]3[CH:16]=[CH:15][CH:14]=[CH:13][CH:12]=3)[CH:10]=[C:6]2[N:5]=[C:4]([CH3:17])[C:3]=1[CH2:18][C:19]([O:21][CH3:22])=[O:20].[Li+].C[Si]([N-][Si](C)(C)C)(C)C.I[CH2:34][CH2:35][CH3:36]. (8) Given the product [CH3:1][C:2]([CH3:15])([CH2:6][O:7][CH2:8][C:9]1[CH:14]=[CH:13][CH:12]=[CH:11][CH:10]=1)[C:3]([Cl:19])=[O:4], predict the reactants needed to synthesize it. The reactants are: [CH3:1][C:2]([CH3:15])([CH2:6][O:7][CH2:8][C:9]1[CH:14]=[CH:13][CH:12]=[CH:11][CH:10]=1)[C:3](O)=[O:4].C(Cl)(=O)C([Cl:19])=O. (9) Given the product [Cl:1][CH2:2][CH:3]([C:5]1[CH:6]=[CH:7][C:8]2[NH:14][C:13](=[O:15])[CH2:12][CH2:11][CH2:10][C:9]=2[CH:16]=1)[OH:4], predict the reactants needed to synthesize it. The reactants are: [Cl:1][CH2:2][C:3]([C:5]1[CH:6]=[CH:7][C:8]2[NH:14][C:13](=[O:15])[CH2:12][CH2:11][CH2:10][C:9]=2[CH:16]=1)=[O:4].C(O)=O.C(N(CC)CC)C. (10) Given the product [C:8]([NH:18][C:19]1[CH:28]=[C:27]([CH2:29][S:30][C:31]2[CH:36]=[CH:35][CH:34]=[CH:33][CH:32]=2)[CH:26]=[CH:25][C:20]=1[C:21]([O:23][CH3:24])=[O:22])(=[O:15])[C:9]1[CH:14]=[CH:13][CH:12]=[CH:11][CH:10]=1, predict the reactants needed to synthesize it. The reactants are: C(N(CC)CC)C.[C:8](Cl)(=[O:15])[C:9]1[CH:14]=[CH:13][CH:12]=[CH:11][CH:10]=1.Cl.[NH2:18][C:19]1[CH:28]=[C:27]([CH2:29][S:30][C:31]2[CH:36]=[CH:35][CH:34]=[CH:33][CH:32]=2)[CH:26]=[CH:25][C:20]=1[C:21]([O:23][CH3:24])=[O:22].